From a dataset of Catalyst prediction with 721,799 reactions and 888 catalyst types from USPTO. Predict which catalyst facilitates the given reaction. (1) Reactant: C(OC([N:8]1[CH2:14][CH2:13][C:12]2[C:15]([CH2:20][S:21][C:22]3[CH:27]=[CH:26][C:25]([C:28]4[N:29]=[C:30]([NH:33][CH2:34][CH:35]5[CH2:37][CH2:36]5)[S:31][CH:32]=4)=[CH:24][N:23]=3)=[C:16]([Cl:19])[CH:17]=[CH:18][C:11]=2[CH2:10][CH2:9]1)=O)(C)(C)C.FC(F)(F)C(O)=O. Product: [Cl:19][C:16]1[CH:17]=[CH:18][C:11]2[CH2:10][CH2:9][NH:8][CH2:14][CH2:13][C:12]=2[C:15]=1[CH2:20][S:21][C:22]1[CH:27]=[CH:26][C:25]([C:28]2[N:29]=[C:30]([NH:33][CH2:34][CH:35]3[CH2:37][CH2:36]3)[S:31][CH:32]=2)=[CH:24][N:23]=1. The catalyst class is: 2. (2) Reactant: [N:1]([CH2:4][CH2:5][CH2:6][S:7](Cl)(=[O:9])=[O:8])=[N+:2]=[N-:3].[N+:11]([C:14]1[N:15]([CH2:19][CH:20]([O:23][CH:24]2[CH2:29][CH2:28][CH2:27][CH2:26][O:25]2)[CH2:21][OH:22])[CH:16]=[CH:17][N:18]=1)([O-:13])=[O:12].C(N(CC)CC)C.O. Product: [N:1]([CH2:4][CH2:5][CH2:6][S:7]([O:22][CH2:21][CH:20]([O:23][CH:24]1[CH2:29][CH2:28][CH2:27][CH2:26][O:25]1)[CH2:19][N:15]1[CH:16]=[CH:17][N:18]=[C:14]1[N+:11]([O-:13])=[O:12])(=[O:9])=[O:8])=[N+:2]=[N-:3]. The catalyst class is: 4. (3) Reactant: [C:1]1([O:7][C:8]2[CH:16]=[CH:15][C:11]([C:12](O)=[O:13])=[C:10]([C:17]([F:20])([F:19])[F:18])[CH:9]=2)[CH:6]=[CH:5][CH:4]=[CH:3][CH:2]=1.CO. Product: [C:1]1([O:7][C:8]2[CH:16]=[CH:15][C:11]([CH2:12][OH:13])=[C:10]([C:17]([F:18])([F:19])[F:20])[CH:9]=2)[CH:2]=[CH:3][CH:4]=[CH:5][CH:6]=1. The catalyst class is: 1. (4) Product: [I:5][C:6]1[CH:11]=[CH:10][CH:9]=[CH:8][C:7]=1[CH2:12][CH2:13][C:14](=[O:16])[CH2:15][C:17](=[O:23])[C:18]([O:20][CH2:21][CH3:22])=[O:19]. The catalyst class is: 40. Reactant: [O-]CC.[Na+].[I:5][C:6]1[CH:11]=[CH:10][CH:9]=[CH:8][C:7]=1[CH2:12][CH2:13][C:14](=[O:16])[CH3:15].[C:17](OCC)(=[O:23])[C:18]([O:20][CH2:21][CH3:22])=[O:19].Cl. (5) Reactant: [CH3:1][O:2][C:3](=[O:22])[C:4]1[CH:12]=[CH:11][C:7]([C:8]([NH2:10])=O)=[CH:6][C:5]=1C1C=CC=CC=1[N+]([O-])=O.[C:23](O)(=O)[CH3:24]. Product: [N:10]1[C:8]2[CH:7]=[CH:6][CH:5]=[CH:23][C:24]=2[NH:10][C:8]=1[C:7]1[CH:6]=[CH:5][C:4]([C:3]([O:2][CH3:1])=[O:22])=[CH:12][CH:11]=1. The catalyst class is: 292.